The task is: Regression. Given two drug SMILES strings and cell line genomic features, predict the synergy score measuring deviation from expected non-interaction effect.. This data is from NCI-60 drug combinations with 297,098 pairs across 59 cell lines. (1) Drug 1: C1=CC(=CC=C1C#N)C(C2=CC=C(C=C2)C#N)N3C=NC=N3. Drug 2: CN1C2=C(C=C(C=C2)N(CCCl)CCCl)N=C1CCCC(=O)O.Cl. Cell line: SF-295. Synergy scores: CSS=3.19, Synergy_ZIP=-1.60, Synergy_Bliss=-1.69, Synergy_Loewe=3.23, Synergy_HSA=-1.88. (2) Drug 1: COC1=NC(=NC2=C1N=CN2C3C(C(C(O3)CO)O)O)N. Drug 2: CS(=O)(=O)CCNCC1=CC=C(O1)C2=CC3=C(C=C2)N=CN=C3NC4=CC(=C(C=C4)OCC5=CC(=CC=C5)F)Cl. Cell line: HOP-62. Synergy scores: CSS=5.23, Synergy_ZIP=-2.81, Synergy_Bliss=-2.34, Synergy_Loewe=0.132, Synergy_HSA=-0.431. (3) Synergy scores: CSS=0.458, Synergy_ZIP=9.73, Synergy_Bliss=-1.80, Synergy_Loewe=-2.66, Synergy_HSA=-1.52. Drug 2: CNC(=O)C1=NC=CC(=C1)OC2=CC=C(C=C2)NC(=O)NC3=CC(=C(C=C3)Cl)C(F)(F)F. Cell line: SK-OV-3. Drug 1: CCC(=C(C1=CC=CC=C1)C2=CC=C(C=C2)OCCN(C)C)C3=CC=CC=C3.C(C(=O)O)C(CC(=O)O)(C(=O)O)O. (4) Drug 1: CC1=C2C(C(=O)C3(C(CC4C(C3C(C(C2(C)C)(CC1OC(=O)C(C(C5=CC=CC=C5)NC(=O)OC(C)(C)C)O)O)OC(=O)C6=CC=CC=C6)(CO4)OC(=O)C)OC)C)OC. Drug 2: CC12CCC(CC1=CCC3C2CCC4(C3CC=C4C5=CN=CC=C5)C)O. Cell line: SF-539. Synergy scores: CSS=53.0, Synergy_ZIP=3.06, Synergy_Bliss=3.03, Synergy_Loewe=-12.6, Synergy_HSA=5.29. (5) Drug 1: CCCS(=O)(=O)NC1=C(C(=C(C=C1)F)C(=O)C2=CNC3=C2C=C(C=N3)C4=CC=C(C=C4)Cl)F. Drug 2: CC1=CC2C(CCC3(C2CCC3(C(=O)C)OC(=O)C)C)C4(C1=CC(=O)CC4)C. Cell line: NCI/ADR-RES. Synergy scores: CSS=0.615, Synergy_ZIP=0.559, Synergy_Bliss=0.118, Synergy_Loewe=-1.16, Synergy_HSA=-1.03. (6) Drug 1: CN(C)N=NC1=C(NC=N1)C(=O)N. Drug 2: CCN(CC)CCNC(=O)C1=C(NC(=C1C)C=C2C3=C(C=CC(=C3)F)NC2=O)C. Cell line: OVCAR-8. Synergy scores: CSS=0.848, Synergy_ZIP=1.61, Synergy_Bliss=2.57, Synergy_Loewe=-1.53, Synergy_HSA=-1.09. (7) Drug 1: CC1C(C(CC(O1)OC2CC(CC3=C2C(=C4C(=C3O)C(=O)C5=C(C4=O)C(=CC=C5)OC)O)(C(=O)C)O)N)O.Cl. Drug 2: C1=CC(=CC=C1CCCC(=O)O)N(CCCl)CCCl. Cell line: SW-620. Synergy scores: CSS=21.1, Synergy_ZIP=-13.6, Synergy_Bliss=-7.81, Synergy_Loewe=-10.9, Synergy_HSA=-5.76. (8) Drug 1: CC=C1C(=O)NC(C(=O)OC2CC(=O)NC(C(=O)NC(CSSCCC=C2)C(=O)N1)C(C)C)C(C)C. Drug 2: CC12CCC3C(C1CCC2O)C(CC4=C3C=CC(=C4)O)CCCCCCCCCS(=O)CCCC(C(F)(F)F)(F)F. Cell line: OVCAR-5. Synergy scores: CSS=12.8, Synergy_ZIP=-8.10, Synergy_Bliss=0.504, Synergy_Loewe=-23.6, Synergy_HSA=0.142. (9) Synergy scores: CSS=29.7, Synergy_ZIP=-9.09, Synergy_Bliss=-4.58, Synergy_Loewe=-3.23, Synergy_HSA=-1.98. Drug 2: CCC1(CC2CC(C3=C(CCN(C2)C1)C4=CC=CC=C4N3)(C5=C(C=C6C(=C5)C78CCN9C7C(C=CC9)(C(C(C8N6C)(C(=O)OC)O)OC(=O)C)CC)OC)C(=O)OC)O.OS(=O)(=O)O. Cell line: RXF 393. Drug 1: C1CCC(CC1)NC(=O)N(CCCl)N=O.